Dataset: Full USPTO retrosynthesis dataset with 1.9M reactions from patents (1976-2016). Task: Predict the reactants needed to synthesize the given product. (1) Given the product [F:34][C:35]1[CH:36]=[C:37]([CH:40]=[CH:41][CH:42]=1)[CH2:38][N:30]1[CH2:31][CH2:32][CH:27]([N:26]([CH3:33])[S:23]([C:20]2[CH:19]=[CH:18][C:17]([NH:16][C:12]3[N:11]=[C:10]([NH:9][C:6]4[CH:7]=[CH:8][C:3]([F:2])=[CH:4][CH:5]=4)[CH:15]=[CH:14][N:13]=3)=[CH:22][CH:21]=2)(=[O:24])=[O:25])[CH2:28][CH2:29]1, predict the reactants needed to synthesize it. The reactants are: Cl.[F:2][C:3]1[CH:8]=[CH:7][C:6]([NH:9][C:10]2[CH:15]=[CH:14][N:13]=[C:12]([NH:16][C:17]3[CH:22]=[CH:21][C:20]([S:23]([N:26]([CH3:33])[CH:27]4[CH2:32][CH2:31][NH:30][CH2:29][CH2:28]4)(=[O:25])=[O:24])=[CH:19][CH:18]=3)[N:11]=2)=[CH:5][CH:4]=1.[F:34][C:35]1[CH:36]=[C:37]([CH:40]=[CH:41][CH:42]=1)[CH:38]=O. (2) Given the product [CH3:31][S:32]([O:21][CH2:20][C:19]1[O:18][N:17]=[C:16]([CH3:22])[C:15]=1[C:14]1[C:10]([C:8](=[O:9])[C:5]2[CH:6]=[CH:7][C:2]([Cl:1])=[CH:3][CH:4]=2)=[N:11][N:12]([CH3:23])[CH:13]=1)(=[O:34])=[O:33], predict the reactants needed to synthesize it. The reactants are: [Cl:1][C:2]1[CH:7]=[CH:6][C:5]([C:8]([C:10]2[C:14]([C:15]3[C:16]([CH3:22])=[N:17][O:18][C:19]=3[CH2:20][OH:21])=[CH:13][N:12]([CH3:23])[N:11]=2)=[O:9])=[CH:4][CH:3]=1.C(N(CC)CC)C.[CH3:31][S:32](Cl)(=[O:34])=[O:33].C(=O)(O)[O-].[Na+]. (3) The reactants are: [C:1]([O:5][C:6](=[O:38])[N:7]([CH2:19][C:20]1[CH:25]=[CH:24][C:23]([CH2:26][N:27]2C(=O)C3C(=CC=CC=3)C2=O)=[CH:22][CH:21]=1)[CH2:8][CH2:9][CH2:10][CH2:11][N:12]([CH2:16][CH2:17][CH3:18])[CH2:13][CH2:14][CH3:15])([CH3:4])([CH3:3])[CH3:2].CN.CO. Given the product [C:1]([O:5][C:6](=[O:38])[N:7]([CH2:19][C:20]1[CH:21]=[CH:22][C:23]([CH2:26][NH2:27])=[CH:24][CH:25]=1)[CH2:8][CH2:9][CH2:10][CH2:11][N:12]([CH2:13][CH2:14][CH3:15])[CH2:16][CH2:17][CH3:18])([CH3:3])([CH3:4])[CH3:2], predict the reactants needed to synthesize it. (4) Given the product [Cl:41][C:15]1[CH:16]=[C:17]2[N:22]=[C:21]([O:23][C@@H:24]3[CH2:25][O:26][C@@H:27]4[C@H:31]([OH:32])[CH2:30][O:29][C@H:28]34)[N:20]([CH2:33][O:34][CH2:35][CH2:36][Si:37]([CH3:40])([CH3:39])[CH3:38])[C:18]2=[N:19][C:14]=1[C:11]1[CH:10]=[CH:9][C:8]([C:5]2[CH:6]=[CH:7][C:2]([N:45]=[S:43]([CH3:46])([CH3:42])=[O:44])=[CH:3][CH:4]=2)=[N:13][CH:12]=1, predict the reactants needed to synthesize it. The reactants are: Br[C:2]1[CH:7]=[CH:6][C:5]([C:8]2[N:13]=[CH:12][C:11]([C:14]3[N:19]=[C:18]4[N:20]([CH2:33][O:34][CH2:35][CH2:36][Si:37]([CH3:40])([CH3:39])[CH3:38])[C:21]([O:23][C@H:24]5[C@H:28]6[O:29][CH2:30][C@@H:31]([OH:32])[C@H:27]6[O:26][CH2:25]5)=[N:22][C:17]4=[CH:16][C:15]=3[Cl:41])=[CH:10][CH:9]=2)=[CH:4][CH:3]=1.[CH3:42][S:43]([CH3:46])(=[NH:45])=[O:44]. (5) Given the product [CH3:20][O:21][C:22]1[CH:29]=[CH:28][CH:27]=[CH:26][C:23]=1[CH2:24][NH:1][CH2:2][CH2:3][C:4]1[CH:19]=[CH:18][C:7]([O:8][C:9]2[CH:17]=[CH:16][C:12]([C:13]([NH2:15])=[O:14])=[CH:11][N:10]=2)=[CH:6][CH:5]=1, predict the reactants needed to synthesize it. The reactants are: [NH2:1][CH2:2][CH2:3][C:4]1[CH:19]=[CH:18][C:7]([O:8][C:9]2[CH:17]=[CH:16][C:12]([C:13]([NH2:15])=[O:14])=[CH:11][N:10]=2)=[CH:6][CH:5]=1.[CH3:20][O:21][C:22]1[CH:29]=[CH:28][CH:27]=[CH:26][C:23]=1[CH:24]=O.[BH4-].[Na+]. (6) Given the product [ClH:22].[NH2:5][CH2:6][CH2:7][O:8][C:9]1[CH:14]=[CH:13][C:12]([CH2:15][C:16]([OH:18])=[O:17])=[CH:11][C:10]=1[O:20][CH3:21], predict the reactants needed to synthesize it. The reactants are: C([NH:5][CH2:6][CH2:7][O:8][C:9]1[CH:14]=[CH:13][C:12]([CH2:15][C:16]([O:18]C)=[O:17])=[CH:11][C:10]=1[O:20][CH3:21])(=O)CC.[ClH:22].